From a dataset of Reaction yield outcomes from USPTO patents with 853,638 reactions. Predict the reaction yield, written as a fraction of the theoretical maximum amount of product (1.0 means a 100% yield; for example, 0.34 means a 34% yield). The reactants are [Br:1][C:2]1[C:3](F)=[C:4]2[C:10]([NH:11][C:12]([C:14]3[CH:18]=[C:17]([CH3:19])[O:16][N:15]=3)=[O:13])=[CH:9][NH:8][C:5]2=[N:6][CH:7]=1.[NH:21]1[CH2:26][CH2:25][CH2:24][C@@H:23]([NH:27][C:28](=[O:34])[O:29][C:30]([CH3:33])([CH3:32])[CH3:31])[CH2:22]1. The catalyst is CCCCO. The product is [Br:1][C:2]1[C:3]([N:21]2[CH2:26][CH2:25][CH2:24][C@@H:23]([NH:27][C:28](=[O:34])[O:29][C:30]([CH3:32])([CH3:31])[CH3:33])[CH2:22]2)=[C:4]2[C:10]([NH:11][C:12]([C:14]3[CH:18]=[C:17]([CH3:19])[O:16][N:15]=3)=[O:13])=[CH:9][NH:8][C:5]2=[N:6][CH:7]=1. The yield is 0.130.